This data is from Forward reaction prediction with 1.9M reactions from USPTO patents (1976-2016). The task is: Predict the product of the given reaction. (1) Given the reactants [Cl:1][CH2:2][CH2:3][CH2:4][CH2:5][S:6](Cl)(=[O:8])=[O:7].[CH2:10]([N:12](CC)CC)C.CN.C1COCC1, predict the reaction product. The product is: [Cl:1][CH2:2][CH2:3][CH2:4][CH2:5][S:6]([NH:12][CH3:10])(=[O:8])=[O:7]. (2) Given the reactants [NH2:1][C:2]1[CH:22]=[CH:21][C:5]2[N:6]([CH2:19][CH3:20])[C:7](=[O:18])[CH:8]([NH:11][C:12](=[O:17])[CH2:13][N:14]([CH3:16])[CH3:15])[CH2:9][CH2:10][C:4]=2[C:3]=1[O:23][CH3:24].Cl[C:26]1[N:31]=[C:30]([NH:32][C:33]2[CH:38]=[CH:37][CH:36]=[CH:35][C:34]=2[S:39]([N:42]([CH3:44])[CH3:43])(=[O:41])=[O:40])[C:29]([Cl:45])=[CH:28][N:27]=1.C(O)(C(F)(F)F)=O, predict the reaction product. The product is: [Cl:45][C:29]1[C:30]([NH:32][C:33]2[CH:38]=[CH:37][CH:36]=[CH:35][C:34]=2[S:39](=[O:41])(=[O:40])[N:42]([CH3:43])[CH3:44])=[N:31][C:26]([NH:1][C:2]2[CH:22]=[CH:21][C:5]3[N:6]([CH2:19][CH3:20])[C:7](=[O:18])[CH:8]([NH:11][C:12](=[O:17])[CH2:13][N:14]([CH3:15])[CH3:16])[CH2:9][CH2:10][C:4]=3[C:3]=2[O:23][CH3:24])=[N:27][CH:28]=1. (3) Given the reactants [OH:1][C:2]1[CH:11]=[C:10]([OH:12])[C:9]2[C:4](=[CH:5][CH:6]=[CH:7][CH:8]=2)[N:3]=1.[C:13](=O)([O-])[O-].[K+].[K+].S(OC)(OC)(=O)=O, predict the reaction product. The product is: [OH:1][C:2]1[CH:11]=[C:10]([O:12][CH3:13])[C:9]2[C:4](=[CH:5][CH:6]=[CH:7][CH:8]=2)[N:3]=1. (4) Given the reactants N1(CC[C@@H](NC2C=CC(S(N)(=O)=O)=CC=2S(C(F)(F)[F:33])(=O)=O)CSC2C=CC=CC=2)CCOCC1.[F:36][C:37]1[CH:42]=[CH:41][CH:40]=[CH:39][C:38]=1[S:43](Cl)(=[O:45])=[O:44].[F-].C([N+](CCCC)(CCCC)CCCC)CCC, predict the reaction product. The product is: [F:36][C:37]1[CH:42]=[CH:41][CH:40]=[CH:39][C:38]=1[S:43]([F:33])(=[O:45])=[O:44]. (5) Given the reactants [OH:1][C:2]1[CH:7]=[CH:6][C:5]([C:8]2[N:13]=[CH:12][C:11]([C:14]#[N:15])=[CH:10][N:9]=2)=[CH:4][CH:3]=1.[CH2:16]([O:18][C:19]([C:21]1([CH2:36]I)[CH2:25][CH2:24][N:23]([C:26](=[O:35])[C:27]2[CH:32]=[CH:31][CH:30]=[CH:29][C:28]=2[O:33][CH3:34])[CH2:22]1)=[O:20])[CH3:17], predict the reaction product. The product is: [CH2:16]([O:18][C:19]([C:21]1([CH2:36][O:1][C:2]2[CH:3]=[CH:4][C:5]([C:8]3[N:9]=[CH:10][C:11]([C:14]#[N:15])=[CH:12][N:13]=3)=[CH:6][CH:7]=2)[CH2:25][CH2:24][N:23]([C:26](=[O:35])[C:27]2[CH:32]=[CH:31][CH:30]=[CH:29][C:28]=2[O:33][CH3:34])[CH2:22]1)=[O:20])[CH3:17]. (6) Given the reactants [CH2:1]1[C:10]2[C:5](=CC=[CH:8][CH:9]=2)[CH2:4][CH2:3][N:2]1[CH2:11][CH2:12][CH2:13][CH2:14][O:15][C:16]1[N:25]=[C:24]2[C:19]([CH:20]=[CH:21][C:22](=[O:26])[NH:23]2)=[CH:18][CH:17]=1.[S:27]1C2CCNCC=2C=C1, predict the reaction product. The product is: [S:27]1[C:5]2[CH2:4][CH2:3][N:2]([CH2:11][CH2:12][CH2:13][CH2:14][O:15][C:16]3[N:25]=[C:24]4[C:19]([CH:20]=[CH:21][C:22](=[O:26])[NH:23]4)=[CH:18][CH:17]=3)[CH2:1][C:10]=2[CH:9]=[CH:8]1. (7) Given the reactants [CH2:1]([N:8]1[CH2:17][C:16]2[NH:15][C:14](C)=[C:13]([C:19]([O:21][CH3:22])=[O:20])[CH:12]([C:23]3[CH:28]=[CH:27][C:26]([F:29])=[C:25]([Br:30])[CH:24]=3)[C:11]=2[C:10](=[O:31])[CH2:9]1)[C:2]1[CH:7]=[CH:6][CH:5]=[CH:4][CH:3]=1.[Br-].[Br-].[Br-].[NH+]1C=CC=CC=1.[NH+]1C=CC=CC=1.[NH+]1C=CC=CC=1, predict the reaction product. The product is: [CH2:1]([N:8]1[CH2:17][C:16]2[NH:15][C:14]3[CH2:22][O:21][C:19](=[O:20])[C:13]=3[CH:12]([C:23]3[CH:28]=[CH:27][C:26]([F:29])=[C:25]([Br:30])[CH:24]=3)[C:11]=2[C:10](=[O:31])[CH2:9]1)[C:2]1[CH:3]=[CH:4][CH:5]=[CH:6][CH:7]=1. (8) Given the reactants [CH3:1][N:2]([CH2:4][CH:5]([C:14]1([OH:20])[CH2:19][CH2:18][CH2:17][CH2:16][CH2:15]1)[C:6]1[CH:7]=[CH:8][C:9]([O:12][CH3:13])=[CH:10][CH:11]=1)[CH3:3].Cl, predict the reaction product. The product is: [CH3:1][N:2]([CH2:4][CH:5]([C:14]1([OH:20])[CH2:19][CH2:18][CH2:17][CH2:16][CH2:15]1)[C:6]1[CH:7]=[CH:8][C:9]([O:12][CH3:13])=[CH:10][CH:11]=1)[CH3:3].